This data is from Catalyst prediction with 721,799 reactions and 888 catalyst types from USPTO. The task is: Predict which catalyst facilitates the given reaction. Product: [CH3:12][O:13][C:14](=[O:23])[CH:15]([N:4]1[C:3](=[O:9])[C:2]([Cl:1])=[C:7]([Cl:8])[CH:6]=[N:5]1)[CH2:16][CH:17]1[CH2:18][CH2:19][CH2:20][CH2:21]1. Reactant: [Cl:1][C:2]1[C:3](=[O:9])[NH:4][N:5]=[CH:6][C:7]=1[Cl:8].[H-].[Na+].[CH3:12][O:13][C:14](=[O:23])[CH:15](Br)[CH2:16][CH:17]1[CH2:21][CH2:20][CH2:19][CH2:18]1. The catalyst class is: 7.